Dataset: Full USPTO retrosynthesis dataset with 1.9M reactions from patents (1976-2016). Task: Predict the reactants needed to synthesize the given product. (1) Given the product [Cl:24][C:25]1[CH:26]=[C:27]([C:2]2[N:10]=[C:9]3[C:5]([N:6]=[CH:7][N:8]3[CH:11]([CH3:13])[CH3:12])=[C:4]([NH:14][CH2:15][CH2:16][C:17]3[CH:22]=[CH:21][C:20]([OH:23])=[CH:19][CH:18]=3)[N:3]=2)[CH:28]=[N:29][CH:30]=1, predict the reactants needed to synthesize it. The reactants are: I[C:2]1[N:10]=[C:9]2[C:5]([N:6]=[CH:7][N:8]2[CH:11]([CH3:13])[CH3:12])=[C:4]([NH:14][CH2:15][CH2:16][C:17]2[CH:22]=[CH:21][C:20]([OH:23])=[CH:19][CH:18]=2)[N:3]=1.[Cl:24][C:25]1[CH:26]=[C:27](B(O)O)[CH:28]=[N:29][CH:30]=1. (2) Given the product [Br:1][C:2]1[CH:3]=[N:4][CH:5]=[CH:6][C:7]=1[NH:8][C:20](=[O:21])[O:22][CH3:23], predict the reactants needed to synthesize it. The reactants are: [Br:1][C:2]1[CH:3]=[N:4][CH:5]=[CH:6][C:7]=1[NH2:8].[Li+].C[Si]([N-][Si](C)(C)C)(C)C.Cl[C:20]([O:22][CH3:23])=[O:21]. (3) Given the product [C:22]([C:24]1[CH:32]=[CH:31][C:27]([C:28]([NH:1][CH2:2][CH2:3][NH:4][C:5]([C:7]2[C:8]([C:18]([F:20])([F:21])[F:19])=[N:9][N:10]([C:12]3[CH:17]=[CH:16][CH:15]=[CH:14][CH:13]=3)[CH:11]=2)=[O:6])=[O:29])=[CH:26][N:25]=1)#[N:23], predict the reactants needed to synthesize it. The reactants are: [NH2:1][CH2:2][CH2:3][NH:4][C:5]([C:7]1[C:8]([C:18]([F:21])([F:20])[F:19])=[N:9][N:10]([C:12]2[CH:17]=[CH:16][CH:15]=[CH:14][CH:13]=2)[CH:11]=1)=[O:6].[C:22]([C:24]1[CH:32]=[CH:31][C:27]([C:28](O)=[O:29])=[CH:26][N:25]=1)#[N:23].CCN=C=NCCCN(C)C.Cl.C1C=CC2N(O)N=NC=2C=1.O. (4) Given the product [N:9]1[C:10]2[CH:11]=[CH:12][N:13]=[C:4]([NH2:1])[C:5]=2[CH:6]=[CH:7][CH:8]=1, predict the reactants needed to synthesize it. The reactants are: [N:1]([C:4]1[N:13]=[CH:12][CH:11]=[C:10]2[C:5]=1[CH:6]=[CH:7][CH:8]=[N:9]2)=[N+]=[N-].O.O.Cl[Sn]Cl.Cl.C([O-])(O)=O.[Na+]. (5) Given the product [CH2:16]([C:18]1([CH3:20])[O:7][C:6](=[O:8])[CH:2]([CH3:1])[C:3](=[O:5])[O:4]1)[CH3:17], predict the reactants needed to synthesize it. The reactants are: [CH3:1][CH:2]([C:6]([OH:8])=[O:7])[C:3]([OH:5])=[O:4].C(OC(=O)C)(=O)C.[CH2:16]([C:18]([CH3:20])=O)[CH3:17].C(OCC)(=O)C.